Dataset: Experimentally validated miRNA-target interactions with 360,000+ pairs, plus equal number of negative samples. Task: Binary Classification. Given a miRNA mature sequence and a target amino acid sequence, predict their likelihood of interaction. (1) The miRNA is hsa-miR-181c-5p with sequence AACAUUCAACCUGUCGGUGAGU. The protein sequence of the target gene is MASLFKKKTVDDVIKEQNRELRGTQRAIIRDRAALEKQEKQLELEIKKMAKIGNKEACKVLAKQLVHLRKQKTRTFAVSSKVTSMSTQTKVMNSQMKMAGAMSTTAKTMQAVNKKMDPQKTLQTMQNFQKENMKMEMTEEMINDTLDDIFDGSDDEEESQDIVNQVLDEIGIEISGKMAKAPSAARSLPSASTSKATISDEEIERQLKALGVD. Result: 1 (interaction). (2) The miRNA is hsa-miR-6799-5p with sequence GGGGAGGUGUGCAGGGCUGG. The protein sequence of the target gene is MDDDDFGGFEAAETFDGEQGGNQAVSPAVPWATFPAVSGVRLSPASPELILDHDHSSPSTGHLPPDAVISSADDTHADSSLMSQTISKAQIQQSAHTHLNIPLFPLGLTDEPSHGALALEDEPEGPGVHVSNSQLRQKISSLETKLKASEEEKQRIKKDVESLMEKHSVLEKGFLKEKEQDAVSFQARYRELQEKHKQELEDMRKAGHEALSIIVDEYKALLQSSVKQQLDAIEKQYVSAIEKQAHRCEELLHAQHQRLLDVLDTEKELLREKIQEALTQQSQEQKESLEKCLQEEMQRN.... Result: 0 (no interaction). (3) Result: 0 (no interaction). The miRNA is mmu-miR-214-3p with sequence ACAGCAGGCACAGACAGGCAGU. The protein sequence of the target gene is MPRTMIPPGECTYAGRKRRRPLQKQRPAVGAEKSNPSKRHRDRLNAELDHLASLLPFPPDIISKLDKLSVLRLSVSYLRVKSFFQVVQEQSSRQPAAGAPSPGDSCPLAGSAVLEGRLLLESLNGFALVVSAEGTIFYASATIVDYLGFHQTDVMHQNIYDYIHVDDRQDFCRQLHWAMDPPQVVFGQPPPLETGDDAILGRLLRAQEWGTGTPTEYSAFLTRCFICRVRCLLDSTSGFLTMQFQGKLKFLFGQKKKAPSGAMLPPRLSLFCIAAPVLLPSAAEMKMRSALLRAKPRADT....